Dataset: Forward reaction prediction with 1.9M reactions from USPTO patents (1976-2016). Task: Predict the product of the given reaction. (1) The product is: [Br:5][C:6]1[CH:19]=[C:18]2[C:9](=[CH:8][CH:7]=1)[CH:10]=[CH:11][C:12]1[CH:13]=[CH:14][C:15]([OH:20])=[CH:16][C:17]2=1. Given the reactants B(Br)(Br)Br.[Br:5][C:6]1[CH:7]=[CH:8][C:9]2[CH:10]=[CH:11][C:12]3[C:17]([C:18]=2[CH:19]=1)=[CH:16][C:15]([O:20]C)=[CH:14][CH:13]=3, predict the reaction product. (2) The product is: [CH3:1][O:2][C:3]1[CH:4]=[C:5]2[C:9](=[CH:10][C:11]=1[O:12][CH3:13])[N:8]([CH3:14])[CH:7]=[C:6]2[C:15]1[NH:31][C:18]2=[N:19][CH:20]=[CH:21][C:22]([CH2:23][N:24]3[CH2:25][CH2:26][CH:27]([OH:30])[CH2:28][CH2:29]3)=[C:17]2[CH:16]=1. Given the reactants [CH3:1][O:2][C:3]1[CH:4]=[C:5]2[C:9](=[CH:10][C:11]=1[O:12][CH3:13])[N:8]([CH3:14])[CH:7]=[C:6]2[C:15]1[N:31](S(C2C=CC(C)=CC=2)(=O)=O)[C:18]2=[N:19][CH:20]=[CH:21][C:22]([CH2:23][N:24]3[CH2:29][CH2:28][CH:27]([OH:30])[CH2:26][CH2:25]3)=[C:17]2[CH:16]=1.[OH-].[K+], predict the reaction product. (3) Given the reactants [CH3:1][C:2]1[S:11][C:10]2[CH2:9][C:8]3[CH:12]=[CH:13][CH:14]=[CH:15][C:7]=3[N:6]=[C:5]([N:16]3[CH2:21][CH2:20][NH:19][C@@H:18]([CH2:22][CH2:23][C:24]4[CH:29]=[CH:28][CH:27]=[CH:26][CH:25]=4)[CH2:17]3)[C:4]=2[CH:3]=1.Cl[CH2:31][CH2:32][O:33][CH2:34][CH2:35][OH:36].C([O-])([O-])=O.[K+].[K+], predict the reaction product. The product is: [NH3:6].[CH3:1][C:2]1[S:11][C:10]2[CH2:9][C:8]3[CH:12]=[CH:13][CH:14]=[CH:15][C:7]=3[N:6]=[C:5]([N:16]3[CH2:21][CH2:20][N:19]([CH2:31][CH2:32][O:33][CH2:34][CH2:35][OH:36])[C@@H:18]([CH2:22][CH2:23][C:24]4[CH:29]=[CH:28][CH:27]=[CH:26][CH:25]=4)[CH2:17]3)[C:4]=2[CH:3]=1. (4) Given the reactants [CH3:1][NH:2][CH3:3].[Br:4][C:5]1[CH:10]=[CH:9][C:8]([O:11][CH3:12])=[C:7]([CH2:13][CH2:14]Br)[CH:6]=1, predict the reaction product. The product is: [Br:4][C:5]1[CH:10]=[CH:9][C:8]([O:11][CH3:12])=[C:7]([CH2:13][CH2:14][N:2]([CH3:3])[CH3:1])[CH:6]=1. (5) The product is: [CH3:15][C:1]1[CH:6]=[CH:5][CH:4]=[CH:3][C:2]=1[N:7]([C:17]1[CH:22]=[CH:21][CH:20]=[CH:19][CH:18]=1)[C:8]1[CH:13]=[CH:12][CH:11]=[CH:10][C:9]=1[CH3:14]. Given the reactants [C:1]1([CH3:15])[CH:6]=[CH:5][CH:4]=[CH:3][C:2]=1[NH:7][C:8]1[CH:13]=[CH:12][CH:11]=[CH:10][C:9]=1[CH3:14].I[C:17]1[CH:22]=[CH:21][CH:20]=[CH:19][CH:18]=1.P(C(C)(C)C)(C(C)(C)C)C(C)(C)C.CC(C)([O-])C.[Na+], predict the reaction product. (6) Given the reactants [F:1][C:2]([F:43])([F:42])[C:3]([NH:5][C:6]1([C:11]2[CH:16]=[CH:15][C:14]([C:17]3[C:26]([C:27]4[CH:32]=[CH:31][CH:30]=[CH:29][CH:28]=4)=[CH:25][C:24]4[C:23]5=[N:33][N:34]=[C:35]([C:36]6[N:41]=[CH:40][CH:39]=[CH:38][N:37]=6)[N:22]5[CH:21]=[CH:20][C:19]=4[N:18]=3)=[CH:13][CH:12]=2)[CH2:9][C:8](=[O:10])[CH2:7]1)=[O:4].C[Si]([C:48]#[N:49])(C)C.O, predict the reaction product. The product is: [C:48]([C:8]1([OH:10])[CH2:9][C:6]([NH:5][C:3](=[O:4])[C:2]([F:42])([F:1])[F:43])([C:11]2[CH:12]=[CH:13][C:14]([C:17]3[C:26]([C:27]4[CH:28]=[CH:29][CH:30]=[CH:31][CH:32]=4)=[CH:25][C:24]4[C:23]5=[N:33][N:34]=[C:35]([C:36]6[N:41]=[CH:40][CH:39]=[CH:38][N:37]=6)[N:22]5[CH:21]=[CH:20][C:19]=4[N:18]=3)=[CH:15][CH:16]=2)[CH2:7]1)#[N:49]. (7) Given the reactants [N:1]1([C:10]2[S:14][C:13]([C:15]([O:17]C)=O)=[C:12]([O:19][CH2:20][C:21]3[CH:26]=[CH:25][CH:24]=[CH:23][C:22]=3[O:27][C:28]([F:31])([F:30])[F:29])[CH:11]=2)[C:9]2[CH:8]=[CH:7][N:6]=[CH:5][C:4]=2[N:3]=[CH:2]1.[NH3:32], predict the reaction product. The product is: [N:1]1([C:10]2[S:14][C:13]([C:15]([NH2:32])=[O:17])=[C:12]([O:19][CH2:20][C:21]3[CH:26]=[CH:25][CH:24]=[CH:23][C:22]=3[O:27][C:28]([F:30])([F:31])[F:29])[CH:11]=2)[C:9]2[CH:8]=[CH:7][N:6]=[CH:5][C:4]=2[N:3]=[CH:2]1. (8) Given the reactants [Cl:1][C:2]1[CH:3]=[C:4]([CH:8]([NH:11][C:12]2[O:13][C:14]3[C:20]([O:21][CH3:22])=[CH:19][C:18]([C:23]([OH:25])=O)=[CH:17][C:15]=3[N:16]=2)[CH2:9][F:10])[CH:5]=[CH:6][CH:7]=1.[CH2:26]([O:28][C@H:29]1[CH2:33][NH:32][CH:31]([CH2:34][OH:35])[CH2:30]1)[CH3:27].C(N(CC)C(C)C)(C)C.CN(C(ON1N=NC2C=CC=NC1=2)=[N+](C)C)C.F[P-](F)(F)(F)(F)F, predict the reaction product. The product is: [Cl:1][C:2]1[CH:3]=[C:4]([CH:8]([NH:11][C:12]2[O:13][C:14]3[C:20]([O:21][CH3:22])=[CH:19][C:18]([C:23]([N:32]4[CH2:33][C@H:29]([O:28][CH2:26][CH3:27])[CH2:30][CH:31]4[CH2:34][OH:35])=[O:25])=[CH:17][C:15]=3[N:16]=2)[CH2:9][F:10])[CH:5]=[CH:6][CH:7]=1. (9) Given the reactants [Cl:1][C:2]1[C:7]([O:8][CH3:9])=[CH:6][C:5]([O:10][CH3:11])=[C:4]([Cl:12])[C:3]=1[C:13]1[N:18]=[CH:17][C:16]2[C:19](I)=[N:20][NH:21][C:15]=2[CH:14]=1.C([O:25][C:26](=[O:42])[CH2:27][N:28]1[CH:32]=[C:31](B2OC(C)(C)C(C)(C)O2)[CH:30]=[N:29]1)C.ClCCl.C(=O)([O-])[O-].[K+].[K+], predict the reaction product. The product is: [Cl:1][C:2]1[C:7]([O:8][CH3:9])=[CH:6][C:5]([O:10][CH3:11])=[C:4]([Cl:12])[C:3]=1[C:13]1[N:18]=[CH:17][C:16]2[C:19]([C:31]3[CH:30]=[N:29][N:28]([CH2:27][C:26]([OH:42])=[O:25])[CH:32]=3)=[N:20][NH:21][C:15]=2[CH:14]=1. (10) Given the reactants C(=O)([O-])[O-].[K+].[K+].[CH2:7]([C:9]1[CH:10]=[C:11]([CH:14]=[C:15]([CH3:18])[C:16]=1[OH:17])[CH:12]=[O:13])[CH3:8].[CH2:19](Br)[C:20]1[CH:25]=[CH:24][CH:23]=[CH:22][CH:21]=1, predict the reaction product. The product is: [CH2:19]([O:17][C:16]1[C:15]([CH3:18])=[CH:14][C:11]([CH:12]=[O:13])=[CH:10][C:9]=1[CH2:7][CH3:8])[C:20]1[CH:25]=[CH:24][CH:23]=[CH:22][CH:21]=1.